From a dataset of Full USPTO retrosynthesis dataset with 1.9M reactions from patents (1976-2016). Predict the reactants needed to synthesize the given product. (1) Given the product [CH3:19][C:14]1[CH:15]=[CH:16][CH:17]=[CH:18][C:13]=1[C:12]1[C:6]2[O:5][CH:4]([CH2:3][N:2]([CH3:1])[C:30](=[O:31])[O:32][CH2:33][C:34]3[CH:39]=[CH:38][CH:37]=[CH:36][CH:35]=3)[CH2:8][C:7]=2[CH:9]=[CH:10][CH:11]=1, predict the reactants needed to synthesize it. The reactants are: [CH3:1][NH:2][CH2:3][CH:4]1[CH2:8][C:7]2[CH:9]=[CH:10][CH:11]=[C:12]([C:13]3[CH:18]=[CH:17][CH:16]=[CH:15][C:14]=3[CH3:19])[C:6]=2[O:5]1.C(N(C(C)C)CC)(C)C.Cl[C:30]([O:32][CH2:33][C:34]1[CH:39]=[CH:38][CH:37]=[CH:36][CH:35]=1)=[O:31]. (2) The reactants are: [Cl:1][C:2]1[C:9]([CH3:10])=[CH:8][CH:7]=[C:6](F)[C:3]=1[C:4]#[N:5].O.[NH2:13][NH2:14]. Given the product [Cl:1][C:2]1[C:9]([CH3:10])=[CH:8][CH:7]=[C:6]2[C:3]=1[C:4]([NH2:5])=[N:13][NH:14]2, predict the reactants needed to synthesize it. (3) Given the product [C:15]([C:13]1[CH:12]=[CH:11][C:7]2[S:8][C:9]([CH3:10])=[C:5]([CH2:4][C:3]3[CH:19]=[CH:20][C:21]([Cl:23])=[CH:22][C:2]=3[Cl:1])[C:6]=2[CH:14]=1)([OH:17])=[O:16], predict the reactants needed to synthesize it. The reactants are: [Cl:1][C:2]1[CH:22]=[C:21]([Cl:23])[CH:20]=[CH:19][C:3]=1[CH2:4][C:5]1[C:6]2[CH:14]=[C:13]([C:15]([O:17]C)=[O:16])[CH:12]=[CH:11][C:7]=2[S:8][C:9]=1[CH3:10].CO.[OH-].[Na+]. (4) Given the product [C:1]([O:5][C:6]([N:8]1[CH2:13][CH2:12][CH:11]([S:34]([C:26]2[CH:27]=[CH:28][C:29]([Cl:43])=[C:24]([Cl:23])[CH:25]=2)(=[O:37])=[O:35])[CH2:10][CH2:9]1)=[O:7])([CH3:4])([CH3:2])[CH3:3], predict the reactants needed to synthesize it. The reactants are: [C:1]([O:5][C:6]([N:8]1[CH2:13][CH2:12][CH:11](SC2C=CC(Cl)=C(Cl)C=2)[CH2:10][CH2:9]1)=[O:7])([CH3:4])([CH3:3])[CH3:2].[Cl:23][C:24]1[CH:29]=[CH:28][CH:27]=[C:26](C(OO)=O)[CH:25]=1.[S:34](S([O-])=O)([O-:37])(=O)=[O:35].[Na+].[Na+].[Cl:43]CCl. (5) Given the product [NH2:1][C:2]1[CH:3]=[C:4]([C:8]([NH:10][C:11]2([C:14]([OH:16])=[O:15])[CH2:12][CH2:13]2)=[O:9])[CH:5]=[N:6][CH:7]=1, predict the reactants needed to synthesize it. The reactants are: [NH2:1][C:2]1[CH:3]=[C:4]([C:8]([NH:10][C:11]2([C:14]([O:16]CC3C=CC=CC=3)=[O:15])[CH2:13][CH2:12]2)=[O:9])[CH:5]=[N:6][CH:7]=1. (6) Given the product [CH:9]1([C:15]([C:17]2[CH:22]=[C:21]([OH:23])[CH:20]=[C:19]([Cl:1])[C:18]=2[OH:24])=[O:16])[CH2:10][CH2:11][CH2:12][CH2:13][CH2:14]1, predict the reactants needed to synthesize it. The reactants are: [Cl:1]N1C(=O)CCC1=O.[CH:9]1([C:15]([C:17]2[CH:22]=[C:21]([OH:23])[CH:20]=[CH:19][C:18]=2[OH:24])=[O:16])[CH2:14][CH2:13][CH2:12][CH2:11][CH2:10]1.O.